From a dataset of Peptide-MHC class II binding affinity with 134,281 pairs from IEDB. Regression. Given a peptide amino acid sequence and an MHC pseudo amino acid sequence, predict their binding affinity value. This is MHC class II binding data. (1) The peptide sequence is VALDYPSGTSGSPIV. The MHC is DRB4_0103 with pseudo-sequence DRB4_0103. The binding affinity (normalized) is 0.421. (2) The peptide sequence is RLEFDEFVTLAAKFI. The MHC is HLA-DPA10301-DPB10402 with pseudo-sequence HLA-DPA10301-DPB10402. The binding affinity (normalized) is 0.592. (3) The peptide sequence is LRDDQRKVFRELVRN. The MHC is DRB1_1101 with pseudo-sequence DRB1_1101. The binding affinity (normalized) is 0.582.